Dataset: Peptide-MHC class II binding affinity with 134,281 pairs from IEDB. Task: Regression. Given a peptide amino acid sequence and an MHC pseudo amino acid sequence, predict their binding affinity value. This is MHC class II binding data. (1) The peptide sequence is SGGNHMLLDGVSVVA. The MHC is DRB1_1302 with pseudo-sequence DRB1_1302. The binding affinity (normalized) is 0.590. (2) The peptide sequence is LVVRMYLSSQAIRLV. The MHC is DRB1_0901 with pseudo-sequence DRB1_0901. The binding affinity (normalized) is 0.822. (3) The peptide sequence is VYSVFYLYLTFYFTN. The MHC is DRB1_0101 with pseudo-sequence DRB1_0101. The binding affinity (normalized) is 0.357.